From a dataset of Catalyst prediction with 721,799 reactions and 888 catalyst types from USPTO. Predict which catalyst facilitates the given reaction. (1) Reactant: [F:1][C:2]([F:25])([F:24])[C:3]1[N:8]=[CH:7][C:6]([NH:9][C@H:10]2[C@@H:15]3[CH2:16][C@@H:12]([CH2:13][N:14]3C(OC(C)(C)C)=O)[CH2:11]2)=[CH:5][CH:4]=1.Cl. Product: [F:25][C:2]([F:1])([F:24])[C:3]1[N:8]=[CH:7][C:6]([NH:9][C@H:10]2[C@@H:15]3[CH2:16][C@@H:12]([CH2:13][NH:14]3)[CH2:11]2)=[CH:5][CH:4]=1. The catalyst class is: 817. (2) Reactant: [CH3:1][O:2][C:3](=[O:23])[C:4]([CH3:22])([CH3:21])[CH:5]([C:11]1[CH:20]=[CH:19][C:14]([C:15]([O:17][CH3:18])=[O:16])=[CH:13][N:12]=1)OS(C)(=O)=O. Product: [CH3:1][O:2][C:3](=[O:23])[C:4]([CH3:21])([CH3:22])[CH2:5][C:11]1[CH:20]=[CH:19][C:14]([C:15]([O:17][CH3:18])=[O:16])=[CH:13][N:12]=1. The catalyst class is: 19. (3) Reactant: C([Li])CCC.[CH3:6][Si:7]([CH3:18])([CH3:17])[CH2:8][CH2:9][O:10][CH2:11][N:12]1[CH:16]=[CH:15][N:14]=[CH:13]1.CON(C)[C:22](=[O:24])[CH3:23]. Product: [CH3:6][Si:7]([CH3:18])([CH3:17])[CH2:8][CH2:9][O:10][CH2:11][N:12]1[C:16]([C:22](=[O:24])[CH3:23])=[CH:15][N:14]=[CH:13]1. The catalyst class is: 1. (4) Reactant: C[O:2][C:3](=[O:22])[C:4]1[CH:9]=[CH:8][C:7]([CH:10]=[CH:11][C:12]2[C:20]3[C:15](=[CH:16][CH:17]=[CH:18][CH:19]=3)[NH:14][N:13]=2)=[C:6]([NH2:21])[CH:5]=1.C(N(CC)CC)C.[S:30]1[CH:34]=[CH:33][CH:32]=[C:31]1[C:35](Cl)=[O:36].C(=O)([O-])O.[Na+].[OH-].[Na+].Cl. Product: [NH:14]1[C:15]2[C:20](=[CH:19][CH:18]=[CH:17][CH:16]=2)[C:12](/[CH:11]=[CH:10]/[C:7]2[CH:8]=[CH:9][C:4]([C:3]([OH:2])=[O:22])=[CH:5][C:6]=2[NH:21][C:35]([C:31]2[S:30][CH:34]=[CH:33][CH:32]=2)=[O:36])=[N:13]1. The catalyst class is: 36. (5) Reactant: [S:1]1[C:5]([C:6]2[C:7]([O:27][CH3:28])=[CH:8][C:9]([O:25][CH3:26])=[C:10](/[CH:12]=[CH:13]/[C:14]([C:16]3[CH:24]=[CH:23][C:19]([C:20](O)=[O:21])=[CH:18][CH:17]=3)=[O:15])[CH:11]=2)=[CH:4][C:3]2[CH:29]=[CH:30][CH:31]=[CH:32][C:2]1=2.[N:33]1([CH2:39][CH2:40][NH2:41])[CH2:38][CH2:37][O:36][CH2:35][CH2:34]1.Cl.CN(C)CCCN=C=NCC. Product: [S:1]1[C:5]([C:6]2[C:7]([O:27][CH3:28])=[CH:8][C:9]([O:25][CH3:26])=[C:10](/[CH:12]=[CH:13]/[C:14]([C:16]3[CH:24]=[CH:23][C:19]([C:20]([NH:41][CH2:40][CH2:39][N:33]4[CH2:38][CH2:37][O:36][CH2:35][CH2:34]4)=[O:21])=[CH:18][CH:17]=3)=[O:15])[CH:11]=2)=[CH:4][C:3]2[CH:29]=[CH:30][CH:31]=[CH:32][C:2]1=2. The catalyst class is: 614.